This data is from Forward reaction prediction with 1.9M reactions from USPTO patents (1976-2016). The task is: Predict the product of the given reaction. The product is: [C:16]([O:20][C:21](=[O:22])[NH:23][C@H:24]([C:25](=[O:26])[NH:15][C:3]1[C:4]([NH:8][C:9]2[CH:14]=[CH:13][CH:12]=[CH:11][CH:10]=2)=[CH:5][CH:6]=[CH:7][C:2]=1[Cl:1])[CH3:28])([CH3:17])([CH3:18])[CH3:19]. Given the reactants [Cl:1][C:2]1[CH:7]=[CH:6][CH:5]=[C:4]([NH:8][C:9]2[CH:14]=[CH:13][CH:12]=[CH:11][CH:10]=2)[C:3]=1[NH2:15].[C:16]([O:20][C:21]([NH:23][C@@H:24]([CH3:28])[C:25](O)=[O:26])=[O:22])([CH3:19])([CH3:18])[CH3:17].C1C=NC2N(O)N=NC=2C=1.Cl.CN(C)CCCN=C=NCC.CCN(CC)CC, predict the reaction product.